Task: Predict the reaction yield, written as a fraction of the theoretical maximum amount of product (1.0 means a 100% yield; for example, 0.34 means a 34% yield).. Dataset: Reaction yield outcomes from USPTO patents with 853,638 reactions (1) The reactants are [OH-].[K+].C[Si](C)(C)[C:5]#[C:6][C:7]1[CH:12]=[CH:11][CH:10]=[CH:9][C:8]=1[NH:13][C:14](=[O:16])[CH3:15]. The catalyst is O.CO. The product is [C:6]([C:7]1[CH:12]=[CH:11][CH:10]=[CH:9][C:8]=1[NH:13][C:14](=[O:16])[CH3:15])#[CH:5]. The yield is 0.840. (2) The reactants are Br[C:2]1[CH:3]=[CH:4][C:5]2[S:9](=[O:11])(=[O:10])[N:8]([CH2:12][CH2:13][C:14]([O:16][CH2:17][CH3:18])=[O:15])[CH:7]([CH3:19])[C:6]=2[CH:20]=1.[F:21][C:22]1[CH:30]=[C:29]2[C:25]([C:26](B3OC(C)(C)C(C)(C)O3)=[CH:27][N:28]2[C:31]([O:33][C:34]([CH3:37])([CH3:36])[CH3:35])=[O:32])=[CH:24][CH:23]=1.[O-]P([O-])([O-])=O.[K+].[K+].[K+]. The catalyst is O1CCOCC1.O.O.C1C=CC(P(C2C=CC=CC=2)[C-]2C=CC=C2)=CC=1.C1C=CC(P(C2C=CC=CC=2)[C-]2C=CC=C2)=CC=1.Cl[Pd]Cl.[Fe+2]. The product is [CH2:17]([O:16][C:14](=[O:15])[CH2:13][CH2:12][N:8]1[CH:7]([CH3:19])[C:6]2[CH:20]=[C:2]([C:2]3[CH:3]=[CH:4][C:5]([C:26]4[C:25]5[C:29](=[CH:30][C:22]([F:21])=[CH:23][CH:24]=5)[N:28]([C:31]([O:33][C:34]([CH3:35])([CH3:36])[CH3:37])=[O:32])[CH:27]=4)=[CH:6][CH:20]=3)[CH:3]=[CH:4][C:5]=2[S:9]1(=[O:11])=[O:10])[CH3:18]. The yield is 0.380. (3) The reactants are [O:1]=[C:2]1[C:10]2[C:5](=[CH:6][CH:7]=[CH:8][CH:9]=2)[CH:4](P(=O)(OC)OC)[O:3]1.[N:17]1[CH:18]=[CH:19][N:20]2[CH:25]=[CH:24][CH:23]=[C:22]([CH:26]=O)[C:21]=12.CCN(CC)CC. The catalyst is C1COCC1. The product is [N:17]1[CH:18]=[CH:19][N:20]2[CH:25]=[CH:24][CH:23]=[C:22]([CH:26]=[C:4]3[C:5]4[C:10](=[CH:9][CH:8]=[CH:7][CH:6]=4)[C:2](=[O:1])[O:3]3)[C:21]=12. The yield is 0.640. (4) The reactants are [C:1]1(=[O:17])[N:5]([CH2:6][CH2:7][S:8](Cl)(=[O:10])=[O:9])[C:4](=[O:12])[C:3]2=[CH:13][CH:14]=[CH:15][CH:16]=[C:2]12.[NH2:18][C:19]1[CH:24]=[CH:23][CH:22]=[CH:21][CH:20]=1. The catalyst is C(Cl)(Cl)Cl. The product is [C:4]1(=[O:12])[N:5]([CH2:6][CH3:7])[C:1](=[O:17])[C:2]2=[CH:16][CH:15]=[CH:14][CH:13]=[C:3]12.[C:19]1([NH:18][SH:8](=[O:10])=[O:9])[CH:24]=[CH:23][CH:22]=[CH:21][CH:20]=1. The yield is 0.650. (5) The reactants are Cl[C:2]1[CH:7]=[CH:6][N:5]=[C:4]2[CH:8]=[C:9]([C:11]([N:13]3[CH2:17][CH2:16][C@@H:15]([OH:18])[CH2:14]3)=[O:12])[S:10][C:3]=12.[CH:19]1([NH:22][C:23]([C:25]2[C:26]3[CH:34]=[CH:33][C:32]([OH:35])=[CH:31][C:27]=3[S:28][C:29]=2[CH3:30])=[O:24])[CH2:21][CH2:20]1.C([O-])([O-])=O.[Cs+].[Cs+]. No catalyst specified. The product is [CH:19]1([NH:22][C:23]([C:25]2[C:26]3[CH:34]=[CH:33][C:32]([O:35][C:2]4[CH:7]=[CH:6][N:5]=[C:4]5[CH:8]=[C:9]([C:11]([N:13]6[CH2:17][CH2:16][C@@H:15]([OH:18])[CH2:14]6)=[O:12])[S:10][C:3]=45)=[CH:31][C:27]=3[S:28][C:29]=2[CH3:30])=[O:24])[CH2:21][CH2:20]1. The yield is 0.660.